This data is from NCI-60 drug combinations with 297,098 pairs across 59 cell lines. The task is: Regression. Given two drug SMILES strings and cell line genomic features, predict the synergy score measuring deviation from expected non-interaction effect. (1) Drug 1: CCCS(=O)(=O)NC1=C(C(=C(C=C1)F)C(=O)C2=CNC3=C2C=C(C=N3)C4=CC=C(C=C4)Cl)F. Drug 2: C1=NC(=NC(=O)N1C2C(C(C(O2)CO)O)O)N. Cell line: U251. Synergy scores: CSS=4.35, Synergy_ZIP=-0.916, Synergy_Bliss=-0.637, Synergy_Loewe=-1.64, Synergy_HSA=-1.07. (2) Drug 1: CC1=C2C(C(=O)C3(C(CC4C(C3C(C(C2(C)C)(CC1OC(=O)C(C(C5=CC=CC=C5)NC(=O)OC(C)(C)C)O)O)OC(=O)C6=CC=CC=C6)(CO4)OC(=O)C)OC)C)OC. Drug 2: CC1CCC2CC(C(=CC=CC=CC(CC(C(=O)C(C(C(=CC(C(=O)CC(OC(=O)C3CCCCN3C(=O)C(=O)C1(O2)O)C(C)CC4CCC(C(C4)OC)OCCO)C)C)O)OC)C)C)C)OC. Cell line: RXF 393. Synergy scores: CSS=34.3, Synergy_ZIP=-7.70, Synergy_Bliss=-9.43, Synergy_Loewe=-10.7, Synergy_HSA=-2.66. (3) Drug 1: CN1CCC(CC1)COC2=C(C=C3C(=C2)N=CN=C3NC4=C(C=C(C=C4)Br)F)OC. Drug 2: CC(C)CN1C=NC2=C1C3=CC=CC=C3N=C2N. Cell line: NCI-H460. Synergy scores: CSS=6.44, Synergy_ZIP=-0.952, Synergy_Bliss=2.97, Synergy_Loewe=2.49, Synergy_HSA=2.78. (4) Drug 1: C1CC(=O)NC(=O)C1N2CC3=C(C2=O)C=CC=C3N. Drug 2: C1=CN(C=N1)CC(O)(P(=O)(O)O)P(=O)(O)O. Cell line: HT29. Synergy scores: CSS=5.93, Synergy_ZIP=0.324, Synergy_Bliss=1.96, Synergy_Loewe=2.01, Synergy_HSA=0.840. (5) Drug 1: CCCCCOC(=O)NC1=NC(=O)N(C=C1F)C2C(C(C(O2)C)O)O. Drug 2: CC1=C(C(=O)C2=C(C1=O)N3CC4C(C3(C2COC(=O)N)OC)N4)N. Cell line: ACHN. Synergy scores: CSS=50.3, Synergy_ZIP=-1.79, Synergy_Bliss=-0.545, Synergy_Loewe=-57.5, Synergy_HSA=-1.83. (6) Drug 1: CC1=C(C=C(C=C1)NC2=NC=CC(=N2)N(C)C3=CC4=NN(C(=C4C=C3)C)C)S(=O)(=O)N.Cl. Drug 2: CN1C2=C(C=C(C=C2)N(CCCl)CCCl)N=C1CCCC(=O)O.Cl. Cell line: 786-0. Synergy scores: CSS=10.6, Synergy_ZIP=-1.03, Synergy_Bliss=3.09, Synergy_Loewe=2.29, Synergy_HSA=3.05.